This data is from Forward reaction prediction with 1.9M reactions from USPTO patents (1976-2016). The task is: Predict the product of the given reaction. (1) The product is: [ClH:30].[NH:20]1[CH2:21][CH2:22][C@H:18]([O:17][C:15]2[N:16]=[C:7]([C:4]3[NH:3][C:2](=[O:1])[NH:6][N:5]=3)[CH:8]=[C:9]3[C:14]=2[N:13]=[CH:12][CH:11]=[CH:10]3)[CH2:19]1. Given the reactants [O:1]=[C:2]1[NH:6][N:5]=[C:4]([C:7]2[CH:8]=[C:9]3[C:14](=[C:15]([O:17][C@H:18]4[CH2:22][CH2:21][N:20](C(OC(C)(C)C)=O)[CH2:19]4)[N:16]=2)[N:13]=[CH:12][CH:11]=[CH:10]3)[NH:3]1.[ClH:30], predict the reaction product. (2) Given the reactants [C:1]([N:4]1[CH2:12][C@H:10]([OH:11])[CH2:9][C@H:5]1[C:6]([OH:8])=[O:7])(=[O:3])[CH3:2].Cl[C:14]1[C:23]2[C:18](=[CH:19][C:20]([O:24][CH3:25])=[CH:21][CH:22]=2)[N:17]=[C:16]([C:26]2[CH:31]=[CH:30][CH:29]=[CH:28][CH:27]=2)[CH:15]=1.Cl.[Na+].[Cl-], predict the reaction product. The product is: [C:1]([N:4]1[CH2:12][C@H:10]([O:11][C:14]2[C:23]3[C:18](=[CH:19][C:20]([O:24][CH3:25])=[CH:21][CH:22]=3)[N:17]=[C:16]([C:26]3[CH:27]=[CH:28][CH:29]=[CH:30][CH:31]=3)[CH:15]=2)[CH2:9][C@H:5]1[C:6]([OH:8])=[O:7])(=[O:3])[CH3:2]. (3) Given the reactants [K:1].[CH2:2]([O:9][C:10]1[CH:15]=[C:14](Br)[CH:13]=[C:12]([F:17])[C:11]=1[N:18]1[S:22](=[O:24])(=[O:23])[NH:21][C:20](=[O:25])[CH2:19]1)[C:3]1[CH:8]=[CH:7][CH:6]=[CH:5][CH:4]=1.CO[CH2:28][CH2:29]OC.[C:32](=O)([O-])[O-].[Na+].[Na+].[CH2:38]1[CH2:42]O[CH2:40][CH2:39]1, predict the reaction product. The product is: [K:1].[CH2:32]([C:14]1[CH:13]=[C:12]([F:17])[C:11]([N:18]2[S:22](=[O:24])(=[O:23])[NH:21][C:20](=[O:25])[CH2:19]2)=[C:10]([O:9][CH2:2][C:3]2[CH:8]=[CH:7][CH:6]=[CH:5][CH:4]=2)[CH:15]=1)[C:29]1[CH:28]=[CH:42][CH:38]=[CH:39][CH:40]=1. (4) Given the reactants Cl[C:2]1[N:11]=[CH:10][C:9]2[N:8]([CH2:12][C:13]3[CH:18]=[CH:17][C:16]([S:19]([CH3:22])(=[O:21])=[O:20])=[CH:15][CH:14]=3)[CH2:7][CH:6]3[CH2:23][O:24][CH2:25][CH2:26][N:5]3[C:4]=2[N:3]=1.[F:27][C:28]1[CH:29]=[CH:30][C:31](B2OC(C)(C)C(C)(C)O2)=[C:32]2[C:36]=1[NH:35][CH:34]=[C:33]2[CH3:37], predict the reaction product. The product is: [F:27][C:28]1[CH:29]=[CH:30][C:31]([C:2]2[N:11]=[CH:10][C:9]3[N:8]([CH2:12][C:13]4[CH:18]=[CH:17][C:16]([S:19]([CH3:22])(=[O:21])=[O:20])=[CH:15][CH:14]=4)[CH2:7][CH:6]4[CH2:23][O:24][CH2:25][CH2:26][N:5]4[C:4]=3[N:3]=2)=[C:32]2[C:36]=1[NH:35][CH:34]=[C:33]2[CH3:37]. (5) Given the reactants [CH3:1][C:2]([CH3:21])([O:10][CH2:11][CH2:12][N:13]1[CH2:18][CH2:17][CH:16]([CH:19]=O)[CH2:15][CH2:14]1)[CH2:3][C:4]1[CH:9]=[CH:8][CH:7]=[CH:6][CH:5]=1.[OH:22][C:23]1[CH:24]=[CH:25][C:26]([C@@H:34]([OH:56])[CH2:35][NH:36]CC2(O)CCN(CCOCCC3C=CC=CC=3)CC2)=[C:27]2[C:32]=1[NH:31][C:30](=[O:33])[CH:29]=[CH:28]2.NC[C@@H](C1C=CC(O)=C2C=1C=CC(=O)N2)O[Si](C(C)(C)C)(C)C.C([BH3-])#N.[Na+].F.F.F.C(N(CC)CC)C, predict the reaction product. The product is: [CH3:1][C:2]([CH3:21])([O:10][CH2:11][CH2:12][N:13]1[CH2:18][CH2:17][CH:16]([CH2:19][NH:36][CH2:35][C@@H:34]([C:26]2[CH:25]=[CH:24][C:23]([OH:22])=[C:32]3[C:27]=2[CH:28]=[CH:29][C:30](=[O:33])[NH:31]3)[OH:56])[CH2:15][CH2:14]1)[CH2:3][C:4]1[CH:9]=[CH:8][CH:7]=[CH:6][CH:5]=1. (6) Given the reactants [C:1]([CH2:6][CH2:7][N:8]([CH3:28])[CH2:9][C@H:10]1[O:14][C@@H:13]([N:15]2[C:24]3[N:23]=[CH:22][N:21]=[C:19]([NH2:20])[C:18]=3[N:17]=[C:16]2[CH3:25])[C@H:12]([OH:26])[C@@H:11]1[OH:27])([O:3][CH2:4][CH3:5])=[O:2].[CH3:29]NC[C@H]1O[C@@H](N2C3N=CN=C(N)C=3N=C2CC)[C@H](O)[C@@H]1O.ClCCC(OCC)=O.CCN(C(C)C)C(C)C, predict the reaction product. The product is: [C:1]([CH2:6][CH2:7][N:8]([CH3:28])[CH2:9][C@H:10]1[O:14][C@@H:13]([N:15]2[C:24]3[N:23]=[CH:22][N:21]=[C:19]([NH2:20])[C:18]=3[N:17]=[C:16]2[CH2:25][CH3:29])[C@H:12]([OH:26])[C@@H:11]1[OH:27])([O:3][CH2:4][CH3:5])=[O:2]. (7) The product is: [CH3:11][N:8]1[CH:9]=[CH:10][C:5]([C:3]([NH:14][NH2:15])=[O:2])=[CH:6][C:7]1=[O:12]. Given the reactants C[O:2][C:3]([C:5]1[CH:10]=[CH:9][N:8]([CH3:11])[C:7](=[O:12])[CH:6]=1)=O.O.[NH2:14][NH2:15], predict the reaction product. (8) Given the reactants C([O:8][C@@H:9]1[C@@H:14]([O:15]CC2C=CC=CC=2)[C@H:13]([O:23]CC2C=CC=CC=2)[C@@H:12]([CH2:31][O:32]CC2C=CC=CC=2)[O:11][C@H:10]1[C:40]1[N:41]([CH2:45][C:46]2[CH:51]=[CH:50][C:49]([CH2:52][CH3:53])=[CH:48][CH:47]=2)[CH:42]=[CH:43][CH:44]=1)C1C=CC=CC=1.[H][H], predict the reaction product. The product is: [CH2:52]([C:49]1[CH:48]=[CH:47][C:46]([CH2:45][N:41]2[CH:42]=[CH:43][CH:44]=[C:40]2[C@@H:10]2[O:11][C@H:12]([CH2:31][OH:32])[C@@H:13]([OH:23])[C@H:14]([OH:15])[C@H:9]2[OH:8])=[CH:51][CH:50]=1)[CH3:53].